Dataset: Catalyst prediction with 721,799 reactions and 888 catalyst types from USPTO. Task: Predict which catalyst facilitates the given reaction. (1) Reactant: [Cl:1][C:2]1[CH:3]=[CH:4][C:5]2[N:11]3[C:12]([C:15]([Cl:18])([F:17])[F:16])=[N:13][N:14]=[C:10]3[C@@H:9]([CH2:19][C:20]([N:22]3[CH2:27][CH2:26][CH:25]([CH2:28][C:29]([O:31]C(C)(C)C)=[O:30])[CH2:24][CH2:23]3)=[O:21])[O:8][C@H:7]([C:36]3[CH:41]=[CH:40][CH:39]=[C:38]([O:42][CH3:43])[C:37]=3[O:44][CH3:45])[C:6]=2[CH:46]=1.FC(F)(F)C(O)=O. Product: [Cl:1][C:2]1[CH:3]=[CH:4][C:5]2[N:11]3[C:12]([C:15]([Cl:18])([F:16])[F:17])=[N:13][N:14]=[C:10]3[C@@H:9]([CH2:19][C:20]([N:22]3[CH2:23][CH2:24][CH:25]([CH2:28][C:29]([OH:31])=[O:30])[CH2:26][CH2:27]3)=[O:21])[O:8][C@H:7]([C:36]3[CH:41]=[CH:40][CH:39]=[C:38]([O:42][CH3:43])[C:37]=3[O:44][CH3:45])[C:6]=2[CH:46]=1. The catalyst class is: 2. (2) Reactant: [Cl:1][C:2]1[N:7]=[C:6]([N:8]2[CH2:13][C@@H:12]3[CH2:14][C@H:9]2[CH2:10][N:11]3[CH3:15])[C:5]([F:16])=[C:4]([NH:17][NH2:18])[N:3]=1.[CH:19]1([CH2:24][C@H:25]([CH2:29][N:30]([CH:39]=[O:40])[O:31][CH2:32][C:33]2[CH:38]=[CH:37][CH:36]=[CH:35][CH:34]=2)[C:26](O)=[O:27])[CH2:23][CH2:22][CH2:21][CH2:20]1.C1C=NC2N(O)N=NC=2C=1.CN1CCOCC1.C(Cl)CCl. Product: [Cl:1][C:2]1[N:3]=[C:4]([NH:17][NH:18][C:26](=[O:27])[C@H:25]([CH2:24][CH:19]2[CH2:20][CH2:21][CH2:22][CH2:23]2)[CH2:29][N:30]([O:31][CH2:32][C:33]2[CH:34]=[CH:35][CH:36]=[CH:37][CH:38]=2)[CH:39]=[O:40])[C:5]([F:16])=[C:6]([N:8]2[CH2:13][C@@H:12]3[CH2:14][C@H:9]2[CH2:10][N:11]3[CH3:15])[N:7]=1. The catalyst class is: 3. (3) Reactant: [NH2:1][C:2]1[CH:3]=[N:4][C:5]([O:8][CH3:9])=[CH:6][CH:7]=1.N1C=CC=CC=1.[C:16]1([O:22][C:23](Cl)=[O:24])[CH:21]=[CH:20][CH:19]=[CH:18][CH:17]=1. Product: [CH3:9][O:8][C:5]1[N:4]=[CH:3][C:2]([NH:1][C:23](=[O:24])[O:22][C:16]2[CH:21]=[CH:20][CH:19]=[CH:18][CH:17]=2)=[CH:7][CH:6]=1. The catalyst class is: 1. (4) The catalyst class is: 1. Product: [O:13]1[CH2:14][CH2:15][CH2:16][CH2:17][CH:12]1[N:10]1[CH:11]=[C:7]([C@H:1]2[CH2:6][CH2:5][CH2:4][CH2:3][C@@H:2]2[OH:20])[CH:8]=[N:9]1. Reactant: [C:1]1([C:7]2[CH:8]=[N:9][N:10]([CH:12]3[CH2:17][CH2:16][CH2:15][CH2:14][O:13]3)[CH:11]=2)[CH2:6][CH2:5][CH2:4][CH2:3][CH:2]=1.O.B1([O-])O[O:20]1.O.O.O.O.[Na+].S([O-])([O-])(=O)=S.[Na+].[Na+]. (5) Reactant: [N+:1]([O-:4])(O)=[O:2].[Br:5][C:6]1[CH:11]=[C:10]([F:12])[CH:9]=[CH:8][C:7]=1[N:13]1[C:17](=[O:18])[N:16]([CH3:19])[N:15]=[N:14]1.CCOC(C)=O. Product: [Br:5][C:6]1[CH:11]=[C:10]([F:12])[C:9]([N+:1]([O-:4])=[O:2])=[CH:8][C:7]=1[N:13]1[C:17](=[O:18])[N:16]([CH3:19])[N:15]=[N:14]1. The catalyst class is: 82.